This data is from Experimentally validated miRNA-target interactions with 360,000+ pairs, plus equal number of negative samples. The task is: Binary Classification. Given a miRNA mature sequence and a target amino acid sequence, predict their likelihood of interaction. (1) The miRNA is hsa-miR-1298-5p with sequence UUCAUUCGGCUGUCCAGAUGUA. The protein sequence of the target gene is MGNYLLRKLSCLGENQKKPKKGNPDEERKRQEMTTFERKLQDQDKKSQEVSSTSNQENENGSGSEEVCYTVINHIPHQRSSLSSNDDGYENIDSLTRKVRQFRERSETEYALLRTSVSRPCSCTHEHDYEVVFPH. Result: 0 (no interaction). (2) The miRNA is mmu-miR-1198-3p with sequence AAGCUAGCCUCUAACUCAUGGC. The protein sequence of the target gene is MFTLAEVASLNDIQPTYRILKPWWDVFMDYLAVVMLMVAIFAGTMQLTKDQVVCLPVLPSPANSKAHTPPGNADITTEVPRMETATHQDQNGQTTTNDVAFGTSAVTPDIPLQATHPHAESTLPNQEAKKEKRDPTGRKTNLDFQQYVFINQMCYHLALPWYSKYFPYLALIHTIILMVSSNFWFKYPKTCSKVEHFVSILGKCFESPWTTKALSETACEDSEENKQRITGAQTLPKHVSTSSDEGSPSASTPMINKTGFKFSAEKPVIEVPSMTILDKKDGEQAKALFEKVRKFRAHVE.... Result: 0 (no interaction). (3) The miRNA is cel-miR-37-3p with sequence UCACCGGGUGAACACUUGCAGU. The protein sequence of the target gene is MSMNRQEISDLCVKSLEGRMVGTEAQNIENGNAFYRYFFTNFPDLRVYFKGAEKYTADDVKKSERFDKQGQRILLACHLLANVYTNEEVFKGYVRETINRHRIYKMDPALWMAFFTVFTGYLESVGCLNDQQKAAWMALGKEFNAESQTHLKNSNLPHV. Result: 0 (no interaction). (4) The miRNA is hsa-miR-4478 with sequence GAGGCUGAGCUGAGGAG. The protein sequence of the target gene is MTAWRKFKSLLLPLVLAVLCAGLLTAAKGQNCGGLVQGPNGTIESPGFPHGYPNYANCTWIIITGERNRIQLSFHTFALEEDFDILSVYDGQPQQGNLKVRLSGFQLPSSIVSTGSLLTLWFTTDFAVSAQGFKAMYEVLPSHTCGNPGEILKGVLHGTRFNIGDKIRYSCLSGYILEGHAILTCIVSPGNGASWDFPAPFCRAEGACGGTLRGTSGSISSPHFPSEYDNNADCTWTILAEPGDTIALVFTDFQLEEGYDFLEISGTEAPSIWLTGMNLPSPVISSKNWLRLHFTSDSNH.... Result: 0 (no interaction). (5) The miRNA is hsa-miR-223-5p with sequence CGUGUAUUUGACAAGCUGAGUU. The protein sequence of the target gene is MIPVAEFKQFTEQQPAFKVLKPWWDVLAEYLTVAMLMIGVFGCTLQVTQDKIICLPSHESRENISGAPCQQLLPQGISEQMGGLRELSGLKNNLDLQQYSFINQLCYETALHWYAKYFPYLVVIHTLIFMVCTSFWFKFPGTSSKIEHFISILGKCFDSPWTTRALSEVSGENHKGPASGRAMVTTVTTTGAGSGKVGEGEKEKVLIEPEKVVSEPPVVTLLDKKEGEQAKALFEKVKKFRVHVEEGDILYSMYIRQTVLKVCKFFAILVYNLIYVEKISFLVACRVETSEITGYASFCC.... Result: 0 (no interaction). (6) The miRNA is hsa-miR-93-3p with sequence ACUGCUGAGCUAGCACUUCCCG. The protein sequence of the target gene is MALRAMRGIVNGAAPELPVPTGGPMAGAREQALAVSRNYLSQPRLTYKTVSGVNGPLVILDHVKFPRYAEIVHLTLPDGTKRSGQVLEVSGSKAVVQVFEGTSGIDAKKTSCEFTGDILRTPVSEDMLGRVFNGSGKPIDRGPVVLAEDFLDIMGQPINPQCRIYPEEMIQTGISAIDGMNSIARGQKIPIFSAAGLPHNEIAAQICRQAGLVKKSKDVVDYSEENFAIVFAAMGVNMETARFFKSDFEENGSMDNVCLFLNLANDPTIERIITPRLALTTAEFLAYQCEKHVLVILTDM.... Result: 0 (no interaction).